Dataset: Merck oncology drug combination screen with 23,052 pairs across 39 cell lines. Task: Regression. Given two drug SMILES strings and cell line genomic features, predict the synergy score measuring deviation from expected non-interaction effect. (1) Drug 1: CC1(c2nc3c(C(N)=O)cccc3[nH]2)CCCN1. Drug 2: Cn1c(=O)n(-c2ccc(C(C)(C)C#N)cc2)c2c3cc(-c4cnc5ccccc5c4)ccc3ncc21. Cell line: KPL1. Synergy scores: synergy=29.1. (2) Drug 1: Cc1nc(Nc2ncc(C(=O)Nc3c(C)cccc3Cl)s2)cc(N2CCN(CCO)CC2)n1. Drug 2: COC1CC2CCC(C)C(O)(O2)C(=O)C(=O)N2CCCCC2C(=O)OC(C(C)CC2CCC(OP(C)(C)=O)C(OC)C2)CC(=O)C(C)C=C(C)C(O)C(OC)C(=O)C(C)CC(C)C=CC=CC=C1C. Cell line: A375. Synergy scores: synergy=59.7. (3) Cell line: HCT116. Drug 2: C#Cc1cccc(Nc2ncnc3cc(OCCOC)c(OCCOC)cc23)c1. Synergy scores: synergy=2.84. Drug 1: N.N.O=C(O)C1(C(=O)O)CCC1.[Pt].